Dataset: Forward reaction prediction with 1.9M reactions from USPTO patents (1976-2016). Task: Predict the product of the given reaction. (1) Given the reactants O=[C:2]1[CH2:7][O:6][C:5]2[CH:8]=[C:9]([F:12])[CH:10]=[CH:11][C:4]=2[NH:3]1.[H-].[H-].[H-].[H-].[Li+].[Al+3], predict the reaction product. The product is: [F:12][C:9]1[CH:10]=[CH:11][C:4]2[NH:3][CH2:2][CH2:7][O:6][C:5]=2[CH:8]=1. (2) Given the reactants [F:1][C:2]1[CH:22]=[CH:21][C:5]([CH2:6][CH:7]2[CH2:16][C:15]3[C:10](=[CH:11][CH:12]=[CH:13][CH:14]=3)[CH2:9][N:8]2[CH2:17][CH2:18][CH2:19][NH2:20])=[CH:4][CH:3]=1.[CH2:23]([C:25]1[CH:30]=[CH:29][C:28]([N:31]=[C:32]=[O:33])=[CH:27][CH:26]=1)[CH3:24], predict the reaction product. The product is: [CH2:23]([C:25]1[CH:30]=[CH:29][C:28]([NH:31][C:32]([NH:20][CH2:19][CH2:18][CH2:17][N:8]2[CH:7]([CH2:6][C:5]3[CH:21]=[CH:22][C:2]([F:1])=[CH:3][CH:4]=3)[CH2:16][C:15]3[C:10](=[CH:11][CH:12]=[CH:13][CH:14]=3)[CH2:9]2)=[O:33])=[CH:27][CH:26]=1)[CH3:24]. (3) Given the reactants [C:1]1([NH:7][C:8](=[O:15])[NH:9][CH2:10][C:11]([O:13]C)=[O:12])[CH:6]=[CH:5][CH:4]=[CH:3][CH:2]=1.[OH-].[Na+], predict the reaction product. The product is: [C:1]1([NH:7][C:8](=[O:15])[NH:9][CH2:10][C:11]([OH:13])=[O:12])[CH:2]=[CH:3][CH:4]=[CH:5][CH:6]=1.